Dataset: Experimentally validated miRNA-target interactions with 360,000+ pairs, plus equal number of negative samples. Task: Binary Classification. Given a miRNA mature sequence and a target amino acid sequence, predict their likelihood of interaction. (1) The miRNA is gga-miR-365-3p with sequence UAAUGCCCCUAAAAAUCCUUAU. The protein sequence of the target gene is MYRARAARAGPEPGSPGRFGILSTGQLRDLLQDEPKLDRIVRLSRKFQGLQLERDACLASNYALAKENLALRPRLEMGRTALAIKYQELREVAENCADKLQRLEKSMHRWSPQCALGWLQAELEEAEQEAEVQMEQLLLGEQSLEAFLPAFQRGRALAHLRRTQAEKLQEVLRRRERSAQPAPTTAAAAAAAATAMDPPKPFPAAAVLPTGAARGPPPAVPRSLPPLDSRPVPPVKGSPGCPFGPAPLLSPRPSQPEPPHR. Result: 0 (no interaction). (2) The miRNA is hsa-miR-548f-3p with sequence AAAAACUGUAAUUACUUUU. The protein sequence of the target gene is MGATGAAEPLQSVLWVKQQRCAVSLEPARALLRWWRSPGPGAGAPGADACSVPVSEIIAVEETDVHGKHQGSGKWQKMEKPYAFTVHCVKRARRHRWKWAQVTFWCPEEQLCHLWLQTLREMLEKLTSRPKHLLVFINPFGGKGQGKRIYERKVAPLFTLASITTDIIVTEHANQAKETLYEINIDKYDGIVCVGGDGMFSEVLHGLIGRTQRSAGVDQNHPRAVLVPSSLRIGIIPAGSTDCVCYSTVGTSDAETSALHIVVGDSLAMDVSSVHHNSTLLRYSVSLLGYGFYGDIIKDS.... Result: 1 (interaction). (3) The miRNA is hsa-miR-646 with sequence AAGCAGCUGCCUCUGAGGC. The protein sequence of the target gene is MHHRMNEMNLSPVGMEQLTSSSVSNALPVSGSHLGLAASPTHSAIPAPGLPVAIPNLGPSLSSLPSALSLMLPMGIGDRGVMCGLPERNYTLPPPPYPHLESSYFRTILPGILSYLADRPPPQYIHPNSINVDGNTALSITNNPSALDPYQSNGNVGLEPGIVSIDSRSVNTHGAQSLHPSDGHEVALDTAITMENVSRVTSPISTDGMAEELTMDGVAGEHSQIPNGSRSHEPLSVDSVSNNLAADAVGHGGVIPMHGNGLELPVVMETDHIASRVNGMSDSALSDSIHTVAMSTNSVS.... Result: 1 (interaction). (4) The miRNA is hsa-miR-4295 with sequence CAGUGCAAUGUUUUCCUU. The protein sequence of the target gene is MERARRRGGGGGRGRGGKNVGGSGLSKSRLYPQAQHSHYPHYAASATPNQAGGAAEIQELASKRVDIQKKRFYLDVKQSSRGRFLKIAEVWIGRGRQDNIRKSKLTLSLSVAAELKDCLGDFIEHYAHLGLKGHRQEHGHSKEQGSRRRQKHSAPSPPVSVGSEEHPHSVLKTDYIERDNRKYYLDLKENQRGRFLRIRQTMMRGTGMIGYFGHSLGQEQTIVLPAQGMIEFRDALVQLIEDYGEGDIEERRGGDDDPLELPEGTSFRVDNKRFYFDVGSNKYGIFLKVSEVRPPYRNTI.... Result: 1 (interaction). (5) The miRNA is hsa-miR-508-5p with sequence UACUCCAGAGGGCGUCACUCAUG. The protein sequence of the target gene is MIYKCPMCREFFSERADLFMHQKIHTAEKPHKCDKCDKGFFHISELHIHWRDHTGEKVYKCDDCVKDFSTTTKLNRHKKIHTVEKPYKCYECGKAFNWSSHLQIHMRVHTGEKPYVCSECGRGFSNSSNLCMHQRVHTGEKPFKCEECGKAFRHTSSLCMHQRVHTGEKPYKCYECGKAFSQSSSLCIHQRVHTGEKPYRCCGCGKAFSQSSSLCIHQRVHTGEKPFKCDECGKAFSQSTSLCIHQRVHTKERNHLKISVI. Result: 0 (no interaction). (6) The miRNA is hsa-miR-24-3p with sequence UGGCUCAGUUCAGCAGGAACAG. The protein sequence of the target gene is MAMESTATAAVAAELVSADKIEDVPAPSTSADKVESLDVDSEAKKLLGLGQKHLVMGDIPAAVNAFQEAASLLGKKYGETANECGEAFFFYGKSLLELARMENGVLGNALEGVHVEEEEGEKTEDESLVENNDNIDEEAREELREQVYDAMGEKEEAKKTEDKSLAKPETDKEQDSEMEKGGREDMDISKSAEEPQEKVDLTLDWLTETSEEAKGGAAPEGPNEAEVTSGKPEQEVPDAEEEKSVSGTDVQEECREKGGQEKQGEVIVSIEEKPKEVSEEQPVVTLEKQGTAVEVEAESL.... Result: 1 (interaction). (7) The miRNA is hsa-miR-4726-5p with sequence AGGGCCAGAGGAGCCUGGAGUGG. The protein sequence of the target gene is MASGSGTKNLDFRRKWDKDEYEKLAEKRLTEEREKKDGKPVQPVKRELLRHRDYKVDLESKLGKTIVITKTTPQSEMGGYYCNVCDCVVKDSINFLDHINGKKHQRNLGMSMRVERSTLDQVKKRFEVNKKKMEEKQKDYDFEERMKELREEEEKAKAYKKEKQKEKKRRAEEDLTFEEDDEMAAVMGFSGFGSTKKSY. Result: 1 (interaction).